Dataset: Forward reaction prediction with 1.9M reactions from USPTO patents (1976-2016). Task: Predict the product of the given reaction. (1) Given the reactants Cl[CH2:2][CH2:3][O:4][C:5]1[C:13]2[C:8](=[N:9][CH:10]=[N:11][C:12]=2[NH:14][C:15]2[CH:20]=[CH:19][C:18]([O:21][CH2:22][C:23]3[CH:28]=[CH:27][CH:26]=[CH:25][N:24]=3)=[C:17]([Cl:29])[CH:16]=2)[NH:7][N:6]=1.[NH:30]1[CH2:35][CH2:34][O:33][CH2:32][CH2:31]1, predict the reaction product. The product is: [Cl:29][C:17]1[CH:16]=[C:15]([NH:14][C:12]2[N:11]=[CH:10][N:9]=[C:8]3[NH:7][N:6]=[C:5]([O:4][CH2:3][CH2:2][N:30]4[CH2:35][CH2:34][O:33][CH2:32][CH2:31]4)[C:13]=23)[CH:20]=[CH:19][C:18]=1[O:21][CH2:22][C:23]1[CH:28]=[CH:27][CH:26]=[CH:25][N:24]=1. (2) Given the reactants Br[Si](C)(C)C.[C:6]([C:9]1[C:17]2[C:12](=[CH:13][C:14]([P:18](=[O:25])([O:22]CC)[O:19][CH2:20][CH3:21])=[CH:15][CH:16]=2)[N:11]([CH2:26][C:27]([N:29]2[CH2:33][C@H:32]([F:34])[CH2:31][C@H:30]2[C:35](=[O:46])[NH:36][CH2:37][C:38]2[CH:43]=[CH:42][CH:41]=[C:40]([Cl:44])[C:39]=2[F:45])=[O:28])[CH:10]=1)(=[O:8])[CH3:7].P(=O)([O-])OCC, predict the reaction product. The product is: [C:6]([C:9]1[C:17]2[C:12](=[CH:13][C:14]([P:18](=[O:22])([OH:25])[O:19][CH2:20][CH3:21])=[CH:15][CH:16]=2)[N:11]([CH2:26][C:27]([N:29]2[CH2:33][C@H:32]([F:34])[CH2:31][C@H:30]2[C:35](=[O:46])[NH:36][CH2:37][C:38]2[CH:43]=[CH:42][CH:41]=[C:40]([Cl:44])[C:39]=2[F:45])=[O:28])[CH:10]=1)(=[O:8])[CH3:7]. (3) Given the reactants Cl[C:2]1[C:7]([S:8]([N:11]([O:13][CH3:14])[CH3:12])(=[O:10])=[O:9])=[C:6]([OH:15])[C:5]([NH:16][C:17]2[C:20](=[O:21])[C:19](=[O:22])[C:18]=2[O:23][CH2:24][CH3:25])=[CH:4][CH:3]=1.N[C:27]1C(O)=C(S(N(CC)OC)(=O)=O)C=CC=1, predict the reaction product. The product is: [CH2:24]([O:23][C:18]1[C:19](=[O:22])[C:20](=[O:21])[C:17]=1[NH:16][C:5]1[C:6]([OH:15])=[C:7]([S:8]([N:11]([CH2:12][CH3:27])[O:13][CH3:14])(=[O:10])=[O:9])[CH:2]=[CH:3][CH:4]=1)[CH3:25]. (4) Given the reactants Br[C:2]1[N:3]=[CH:4][C:5]([N:8]2[C:12]3[CH:13]=[CH:14][C:15]([O:17][CH3:18])=[CH:16][C:11]=3[N:10]=[C:9]2[C:19]([F:22])([F:21])[F:20])=[N:6][CH:7]=1.FC1C=CC=C(F)C=1C(NC1C=NC(N2C3C=CC(OC)=CC=3N=C2C(F)(F)F)=CN=1)=O.[CH3:55][C:56]1[CH:63]=[CH:62][CH:61]=[CH:60][C:57]=1[CH2:58][NH2:59].N1CCC[C@H]1C(O)=O, predict the reaction product. The product is: [CH3:18][O:17][C:15]1[CH:14]=[CH:13][C:12]2[N:8]([C:5]3[N:6]=[CH:7][C:2]([NH:59][CH2:58][C:57]4[CH:60]=[CH:61][CH:62]=[CH:63][C:56]=4[CH3:55])=[N:3][CH:4]=3)[C:9]([C:19]([F:22])([F:21])[F:20])=[N:10][C:11]=2[CH:16]=1.